This data is from Forward reaction prediction with 1.9M reactions from USPTO patents (1976-2016). The task is: Predict the product of the given reaction. (1) Given the reactants [C:1]([O:8][CH2:9][CH3:10])(=[O:7])[C:2]([O:4]CC)=O.CO.[NH:13](CCO)[CH2:14][CH2:15][OH:16], predict the reaction product. The product is: [OH:16][CH2:15][CH2:14][N:13]1[CH2:10][CH2:9][O:8][C:1](=[O:7])[C:2]1=[O:4]. (2) Given the reactants [NH2:1][CH2:2][CH2:3][CH2:4][C@@H:5]([CH2:9][C:10]1[N:11]=[CH:12][N:13]2[C:22]3[C:17](=[CH:18][CH:19]=[CH:20][CH:21]=3)[CH2:16][CH2:15][C:14]=12)[C:6]([OH:8])=[O:7].[C:23]([O:27][CH:28]([O:32][C:33](OC1C=CC([N+]([O-])=O)=CC=1)=[O:34])[CH:29]([CH3:31])[CH3:30])(=[O:26])[CH2:24][CH3:25].O, predict the reaction product. The product is: [CH:12]1[N:13]2[C:22]3[C:17]([CH2:16][CH2:15][C:14]2=[C:10]([CH2:9][C@H:5]([CH2:4][CH2:3][CH2:2][NH:1][C:33]([O:32][CH:28]([O:27][C:23](=[O:26])[CH2:24][CH3:25])[CH:29]([CH3:31])[CH3:30])=[O:34])[C:6]([OH:8])=[O:7])[N:11]=1)=[CH:18][CH:19]=[CH:20][CH:21]=3. (3) Given the reactants [C:1]([NH:8][C@:9]([CH2:33]C)([CH2:12][CH2:13][C:14]1[CH:19]=[CH:18][C:17]([O:20][CH2:21][CH2:22][CH2:23][CH2:24][C:25]2[CH:30]=[CH:29][CH:28]=[CH:27][CH:26]=2)=[C:16]([O:31][CH3:32])[CH:15]=1)[CH2:10][OH:11])([O:3][C:4]([CH3:7])([CH3:6])[CH3:5])=[O:2].C(N(CC)[P:38]1[O:44][CH2:43][C:42]2[CH:45]=[CH:46][CH:47]=[CH:48][C:41]=2[CH2:40][O:39]1)C.N1C=NN=N1.[OH:56]O, predict the reaction product. The product is: [C:4]([O:3][C:1](=[O:2])[NH:8][C@@:9]([CH3:33])([CH2:10][O:11][P:38]1(=[O:56])[O:39][CH2:40][C:41]2[CH:48]=[CH:47][CH:46]=[CH:45][C:42]=2[CH2:43][O:44]1)[CH2:12][CH2:13][C:14]1[CH:19]=[CH:18][C:17]([O:20][CH2:21][CH2:22][CH2:23][CH2:24][C:25]2[CH:30]=[CH:29][CH:28]=[CH:27][CH:26]=2)=[C:16]([O:31][CH3:32])[CH:15]=1)([CH3:7])([CH3:6])[CH3:5]. (4) Given the reactants [Br:1][C:2]1[CH:19]=[C:18]([N+:20]([O-:22])=[O:21])[CH:17]=[C:16]([Br:23])[C:3]=1[O:4][C:5]1[CH:6]=[C:7]2[C:12](=[CH:13][CH:14]=1)[N:11]=[C:10]([CH3:15])[CH:9]=[CH:8]2.C(OOC(=O)C1C=CC=CC=1)(=O)C1C=CC=CC=1.[Br:42]N1C(=O)CCC1=O, predict the reaction product. The product is: [Br:42][CH2:15][C:10]1[CH:9]=[CH:8][C:7]2[C:12](=[CH:13][CH:14]=[C:5]([O:4][C:3]3[C:16]([Br:23])=[CH:17][C:18]([N+:20]([O-:22])=[O:21])=[CH:19][C:2]=3[Br:1])[CH:6]=2)[N:11]=1. (5) Given the reactants CCN(C(C)C)C(C)C.Cl.[C@H:11]12[N:18]([C:19]([O:21][C:22]([CH3:25])([CH3:24])[CH3:23])=[O:20])[C@H:15]([CH2:16][CH2:17]1)[CH2:14][NH:13][CH2:12]2.[CH3:26][O:27][C:28]1[CH:33]=[CH:32][C:31]([N:34]=[C:35]=[O:36])=[CH:30][CH:29]=1, predict the reaction product. The product is: [CH3:26][O:27][C:28]1[CH:33]=[CH:32][C:31]([NH:34][C:35]([N:13]2[CH2:14][C@@H:15]3[N:18]([C:19]([O:21][C:22]([CH3:25])([CH3:24])[CH3:23])=[O:20])[C@@H:11]([CH2:17][CH2:16]3)[CH2:12]2)=[O:36])=[CH:30][CH:29]=1. (6) Given the reactants [C:1]1(=[O:8])[O:7][C:5](=O)[CH:4]=[C:2]1[CH3:3].[NH2:9][C:10]1[CH:11]=[C:12]([NH:19][C:20](=[O:26])[O:21][C:22]([CH3:25])([CH3:24])[CH3:23])[CH:13]=[C:14]([N+:16]([O-:18])=[O:17])[CH:15]=1.C(N)(=O)/C=C\C(N)=O.C[Si](N[Si](C)(C)C)(C)C, predict the reaction product. The product is: [CH3:3][C:2]1[C:1](=[O:8])[N:9]([C:10]2[CH:11]=[C:12]([NH:19][C:20](=[O:26])[O:21][C:22]([CH3:24])([CH3:23])[CH3:25])[CH:13]=[C:14]([N+:16]([O-:18])=[O:17])[CH:15]=2)[C:5](=[O:7])[CH:4]=1. (7) Given the reactants Cl.[F:2][C:3]1[CH:8]=[C:7]([F:9])[CH:6]=[CH:5][C:4]=1[N:10]1[CH:14]([C:15]2[CH:20]=[CH:19][N:18]=[C:17]([N:21]3[CH2:26][CH2:25][NH:24][CH2:23][CH2:22]3)[CH:16]=2)[CH2:13][C:12]([C:27]([F:33])([F:32])[C:28]([F:31])([F:30])[F:29])=[N:11]1.C(N(CC)CC)C.[CH3:41][S:42](Cl)(=[O:44])=[O:43], predict the reaction product. The product is: [F:2][C:3]1[CH:8]=[C:7]([F:9])[CH:6]=[CH:5][C:4]=1[N:10]1[CH:14]([C:15]2[CH:20]=[CH:19][N:18]=[C:17]([N:21]3[CH2:22][CH2:23][N:24]([S:42]([CH3:41])(=[O:44])=[O:43])[CH2:25][CH2:26]3)[CH:16]=2)[CH2:13][C:12]([C:27]([F:33])([F:32])[C:28]([F:29])([F:30])[F:31])=[N:11]1. (8) Given the reactants [C:1]([O:5][C:6]([N:8]1[CH2:12][CH2:11][CH2:10][C@H:9]1[C:13]#[N:14])=[O:7])([CH3:4])([CH3:3])[CH3:2].[C:15]([NH:23][NH2:24])(=O)[C:16]1[CH:21]=[CH:20][CH:19]=[CH:18][CH:17]=1.C(=O)([O-])[O-].[K+].[K+], predict the reaction product. The product is: [C:1]([O:5][C:6]([N:8]1[CH2:12][CH2:11][CH2:10][C@H:9]1[C:13]1[NH:14][C:15]([C:16]2[CH:21]=[CH:20][CH:19]=[CH:18][CH:17]=2)=[N:23][N:24]=1)=[O:7])([CH3:4])([CH3:2])[CH3:3]. (9) Given the reactants [BH-](OC(C)=O)(OC(C)=O)OC(C)=O.[Na+].[CH:15]([C:17]1[C:18]([C:22]2[NH:26][C:25]([C:27]#[N:28])=[CH:24][CH:23]=2)=[N:19][NH:20][CH:21]=1)=O.[CH3:29][C@@H:30]1[CH2:35][NH:34][CH2:33][CH2:32][N:31]1[C:36]1[CH:41]=[CH:40][C:39]([C:42]([F:45])([F:44])[F:43])=[CH:38][N:37]=1.C(O)(=O)C.C(=O)([O-])[O-].[Na+].[Na+], predict the reaction product. The product is: [CH3:29][C@H:30]1[N:31]([C:36]2[CH:41]=[CH:40][C:39]([C:42]([F:45])([F:43])[F:44])=[CH:38][N:37]=2)[CH2:32][CH2:33][N:34]([CH2:15][C:17]2[C:18]([C:22]3[NH:26][C:25]([C:27]#[N:28])=[CH:24][CH:23]=3)=[N:19][NH:20][CH:21]=2)[CH2:35]1. (10) Given the reactants [Cl:1][C:2]1[N:3]=[C:4]([N:14]2[CH2:19][CH2:18][O:17][CH2:16][CH2:15]2)[C:5]2[S:10][C:9]([CH2:11][NH:12][CH3:13])=[CH:8][C:6]=2[N:7]=1.O=[C:21]1[CH2:26][CH2:25][N:24]([C:27]([O:29][C:30]([CH3:33])([CH3:32])[CH3:31])=[O:28])[CH2:23][CH2:22]1, predict the reaction product. The product is: [C:30]([O:29][C:27]([N:24]1[CH2:25][CH2:26][CH:21]([N:12]([CH2:11][C:9]2[S:10][C:5]3[C:4]([N:14]4[CH2:15][CH2:16][O:17][CH2:18][CH2:19]4)=[N:3][C:2]([Cl:1])=[N:7][C:6]=3[CH:8]=2)[CH3:13])[CH2:22][CH2:23]1)=[O:28])([CH3:33])([CH3:32])[CH3:31].